Task: Predict the product of the given reaction.. Dataset: Forward reaction prediction with 1.9M reactions from USPTO patents (1976-2016) Given the reactants Cl[C:2](=[N:8][NH:9][CH2:10][C:11]1[CH:16]=[CH:15][CH:14]=[CH:13][C:12]=1[F:17])[C:3]([O:5][CH2:6][CH3:7])=[O:4].[CH:18](OCC)=[CH:19][CH3:20], predict the reaction product. The product is: [F:17][C:12]1[CH:13]=[CH:14][CH:15]=[CH:16][C:11]=1[CH2:10][N:9]1[CH:18]=[C:19]([CH3:20])[C:2]([C:3]([O:5][CH2:6][CH3:7])=[O:4])=[N:8]1.